This data is from Forward reaction prediction with 1.9M reactions from USPTO patents (1976-2016). The task is: Predict the product of the given reaction. (1) Given the reactants [OH-:1].[Li+].[F:3][C:4]1[CH:28]=[CH:27][C:7]([CH2:8][O:9][C:10]2[N:11]=[N:12][CH:13]=[C:14]3[C:18]([CH:19]=[O:20])=[C:17]([CH3:21])[N:16]([CH2:22][C@H:23]4[CH2:25][C@@H:24]4[CH3:26])[C:15]=23)=[CH:6][CH:5]=1.Cl, predict the reaction product. The product is: [C:19]([C:18]1[C:14]2[C:15](=[C:10]([O:9][CH2:8][C:7]3[CH:6]=[CH:5][C:4]([F:3])=[CH:28][CH:27]=3)[N:11]=[N:12][CH:13]=2)[N:16]([CH2:22][C@H:23]2[CH2:25][C@@H:24]2[CH3:26])[C:17]=1[CH3:21])([OH:1])=[O:20]. (2) The product is: [O:23]([C:17]1[CH:16]=[CH:15][C:14]([NH:13][C:5]2[C:6]3[NH:11][CH:10]=[CH:9][C:7]=3[N:8]=[CH:3][N:4]=2)=[CH:22][C:18]=1[C:19]([O:21][CH2:32][CH3:33])=[O:20])[C:24]1[CH:25]=[CH:26][CH:27]=[CH:28][CH:29]=1. Given the reactants C([C:3]1[N:4]=[C:5](Cl)[C:6]2[NH:11][CH:10]=[CH:9][C:7]=2[N:8]=1)C.[NH2:13][C:14]1[CH:15]=[CH:16][C:17]([O:23][C:24]2[CH:29]=[CH:28][CH:27]=[CH:26][CH:25]=2)=[C:18]([CH:22]=1)[C:19]([O-:21])=[O:20].CN1CC[CH2:33][C:32]1=O.C(O)C, predict the reaction product. (3) Given the reactants C1(C)C=CC=CC=1.[Cl:8][C:9]1[CH:14]=[CH:13][C:12]([CH:15]([O:19][CH3:20])[C:16]([OH:18])=O)=[CH:11][CH:10]=1.S(Cl)(Cl)=O.[NH2:25][C:26]1[C:27]([C:32]2[CH:37]=[CH:36][C:35]([O:38][CH3:39])=[C:34]([O:40][CH3:41])[CH:33]=2)=[N:28][CH:29]=[CH:30][CH:31]=1, predict the reaction product. The product is: [CH3:41][O:40][C:34]1[CH:33]=[C:32]([C:27]2[C:26]([NH:25][C:16](=[O:18])[CH:15]([C:12]3[CH:11]=[CH:10][C:9]([Cl:8])=[CH:14][CH:13]=3)[O:19][CH3:20])=[CH:31][CH:30]=[CH:29][N:28]=2)[CH:37]=[CH:36][C:35]=1[O:38][CH3:39]. (4) Given the reactants [CH3:1][N:2]1[CH:6]=[C:5]([NH:7][C:8]2[N:13]=[C:12]3[NH:14][N:15]=[CH:16][C:11]3=[CH:10][N:9]=2)[CH:4]=[N:3]1.Br[CH2:18][C:19]1[CH:26]=[CH:25][CH:24]=[CH:23][C:20]=1[C:21]#[N:22].C(=O)([O-])[O-].[K+].[K+], predict the reaction product. The product is: [CH3:1][N:2]1[CH:6]=[C:5]([NH:7][C:8]2[N:13]=[C:12]3[N:14]([CH2:18][C:19]4[CH:26]=[CH:25][CH:24]=[CH:23][C:20]=4[C:21]#[N:22])[N:15]=[CH:16][C:11]3=[CH:10][N:9]=2)[CH:4]=[N:3]1. (5) Given the reactants Cl.[CH3:2][C:3]1[CH:4]=[CH:5][C:6]([C:12]2[CH:17]=[CH:16][N:15]=[CH:14][CH:13]=2)=[C:7]([CH:11]=1)[C:8]([OH:10])=O.[NH:18]1[CH2:23][CH2:22][NH:21][CH2:20][C:19]1=[O:24].C(N(CC)CC)C.CN(C=O)C, predict the reaction product. The product is: [CH3:2][C:3]1[CH:4]=[CH:5][C:6]([C:12]2[CH:17]=[CH:16][N:15]=[CH:14][CH:13]=2)=[C:7]([CH:11]=1)[C:8]([N:21]1[CH2:22][CH2:23][NH:18][C:19](=[O:24])[CH2:20]1)=[O:10]. (6) Given the reactants Br[C:2]1[C:3]([F:18])=[CH:4][C:5]([F:17])=[C:6]([C@:8]23[CH2:15][O:14][C@H:13]([CH3:16])[C@H:12]2[CH2:11][O:10][NH:9]3)[CH:7]=1.C(O)(=O)C, predict the reaction product. The product is: [NH2:9][C@@:8]1([C:6]2[CH:7]=[CH:2][C:3]([F:18])=[CH:4][C:5]=2[F:17])[CH2:15][O:14][C@H:13]([CH3:16])[C@H:12]1[CH2:11][OH:10]. (7) The product is: [C:34]([O:33][C:31]([N:29]([CH3:30])[CH:27]([CH3:28])[C:26]([NH:25][CH:18]([CH:19]1[CH2:20][CH2:21][CH2:22][CH2:23][CH2:24]1)[C:17]([N:16]1[CH:6]2[CH:7]([N:8]([S:10]([CH3:13])(=[O:12])=[O:11])[CH2:9][CH:5]2[C:3]([OH:4])=[O:2])[CH2:14][CH2:15]1)=[O:39])=[O:38])=[O:32])([CH3:37])([CH3:36])[CH3:35]. Given the reactants C[O:2][C:3]([CH:5]1[CH2:9][N:8]([S:10]([CH3:13])(=[O:12])=[O:11])[CH:7]2[CH2:14][CH2:15][N:16]([C:17](=[O:39])[CH:18]([NH:25][C:26](=[O:38])[CH:27]([N:29]([C:31]([O:33][C:34]([CH3:37])([CH3:36])[CH3:35])=[O:32])[CH3:30])[CH3:28])[CH:19]3[CH2:24][CH2:23][CH2:22][CH2:21][CH2:20]3)[CH:6]12)=[O:4].[OH-].[Na+], predict the reaction product.